From a dataset of Reaction yield outcomes from USPTO patents with 853,638 reactions. Predict the reaction yield, written as a fraction of the theoretical maximum amount of product (1.0 means a 100% yield; for example, 0.34 means a 34% yield). (1) The reactants are [CH2:1]([N:3]1[C:7]2[CH:8]=[C:9]([C:12]([F:15])([F:14])[F:13])[CH:10]=[CH:11][C:6]=2[N:5]=[C:4]1[C@H:16]([NH:18][S:19]([C:22]1[N:26]([CH3:27])[C:25]([C:28]([OH:30])=O)=[CH:24][CH:23]=1)(=[O:21])=[O:20])[CH3:17])[CH3:2].C[N:32](C(ON1N=NC2C=CC=NC1=2)=[N+](C)C)C.F[P-](F)(F)(F)(F)F.CN1CCOCC1.N.CO. The catalyst is O.CO.CN(C=O)C. The product is [CH2:1]([N:3]1[C:7]2[CH:8]=[C:9]([C:12]([F:13])([F:14])[F:15])[CH:10]=[CH:11][C:6]=2[N:5]=[C:4]1[C@H:16]([NH:18][S:19]([C:22]1[N:26]([CH3:27])[C:25]([C:28]([NH2:32])=[O:30])=[CH:24][CH:23]=1)(=[O:20])=[O:21])[CH3:17])[CH3:2]. The yield is 0.670. (2) The reactants are C(OC([C@@H]1C[C@H]1C(NC(OC(C)(C)C)=O)S(C1C=CC(C)=CC=1)(=O)=O)=O)C.[CH3:28][O:29][C:30]([C@@H:32]1[CH2:35][CH2:34][C@H:33]1[CH:36]([NH:47][C:48]([O:50][C:51]([CH3:54])([CH3:53])[CH3:52])=[O:49])S(C1C=CC(C)=CC=1)(=O)=O)=[O:31].[BH4-].[Na+]. No catalyst specified. The product is [CH3:28][O:29][C:30]([C@@H:32]1[CH2:35][CH2:34][C@H:33]1[CH2:36][NH:47][C:48]([O:50][C:51]([CH3:54])([CH3:53])[CH3:52])=[O:49])=[O:31]. The yield is 0.734. (3) The reactants are [C:1]([C:3]1[N:11]=[CH:10][C:9]2[N:8]([CH2:12][O:13][CH2:14][CH2:15][Si:16]([CH3:19])([CH3:18])[CH3:17])[C:7]3[N:20]=[CH:21][C:22](C4C=CC(CN5C6CCC5CC(OC(N5C=CN=C5)=S)C6)=CC=4)=[CH:23][C:6]=3[C:5]=2[CH:4]=1)#[N:2].[CH3:55][C:54](N=N[C:54]([C:57]#[N:58])([CH3:56])[CH3:55])([C:57]#[N:58])[CH3:56].[CH2:68]([SnH]([CH2:68][CH2:69][CH2:70][CH3:71])[CH2:68][CH2:69][CH2:70][CH3:71])[CH2:69][CH2:70][CH3:71]. The catalyst is C1(C)C=CC=CC=1. The product is [CH:68]12[N:58]([CH2:57][C:54]3[CH:55]=[CH:4][C:3]([C:21]4[CH:22]=[CH:23][C:6]5[C:5]6[CH:4]=[C:3]([C:1]#[N:2])[N:11]=[CH:10][C:9]=6[N:8]([CH2:12][O:13][CH2:14][CH2:15][Si:16]([CH3:19])([CH3:17])[CH3:18])[C:7]=5[N:20]=4)=[CH:1][CH:56]=3)[CH:71]([CH2:70][CH2:69]1)[CH2:6][CH2:5][CH2:9]2. The yield is 0.840. (4) The reactants are [Cl:1][C:2]1[CH:3]=[C:4]([CH:7]=[CH:8][CH:9]=1)[CH:5]=O.S(O)(O)(=O)=O.[NH2:15][C:16]1[NH:17][CH:18]=[CH:19][N:20]=1.C(N(CC)CC)C.[BH4-].[Na+]. The catalyst is ClCCl.CC([O-])C.CC([O-])C.CC([O-])C.CC([O-])C.[Ti+4]. The product is [Cl:1][C:2]1[CH:3]=[C:4]([CH:7]=[CH:8][CH:9]=1)[CH2:5][NH:15][C:16]1[NH:17][CH:18]=[CH:19][N:20]=1. The yield is 0.300. (5) The reactants are [CH2:1]=[CH:2][CH2:3][CH:4]([OH:8])[CH2:5][CH:6]=[CH2:7].I[CH3:10].[H-].[Na+]. The catalyst is O1CCCC1. The product is [CH3:10][O:8][CH:4]([CH2:5][CH:6]=[CH2:7])[CH2:3][CH:2]=[CH2:1]. The yield is 0.840. (6) The reactants are [CH3:1][C:2](/[CH:4]=[N:5]/O)=O.[CH3:7][C:8]1([CH3:16])[CH2:13][C:12](=O)[CH2:11][C:10](=[O:15])[CH2:9]1. The catalyst is OC(C)=O.O.[Zn]. The product is [CH3:1][C:2]1[C:11]2[C:10](=[O:15])[CH2:9][C:8]([CH3:7])([CH3:16])[CH2:13][C:12]=2[NH:5][CH:4]=1. The yield is 0.450. (7) The reactants are [CH3:1][NH:2][C:3]([C:5]1[C:9]2[CH:10]=[C:11]([O:19][CH:20]([CH3:22])[CH3:21])[C:12]([NH:14][S:15]([CH3:18])(=[O:17])=[O:16])=[CH:13][C:8]=2[O:7][C:6]=1[C:23]1[CH:28]=[CH:27][C:26]([F:29])=[CH:25][CH:24]=1)=[O:4].C(=O)([O-])[O-].[K+].[K+].Cl[CH2:37][C:38](=[O:40])[CH3:39]. The catalyst is CC(=O)CC. The product is [CH3:1][NH:2][C:3]([C:5]1[C:9]2[CH:10]=[C:11]([O:19][CH:20]([CH3:22])[CH3:21])[C:12]([N:14]([S:15]([CH3:18])(=[O:16])=[O:17])[CH2:37][C:38](=[O:40])[CH3:39])=[CH:13][C:8]=2[O:7][C:6]=1[C:23]1[CH:28]=[CH:27][C:26]([F:29])=[CH:25][CH:24]=1)=[O:4]. The yield is 0.940.